This data is from Full USPTO retrosynthesis dataset with 1.9M reactions from patents (1976-2016). The task is: Predict the reactants needed to synthesize the given product. (1) Given the product [Br:14][C:15]1[C:16]([NH:23][C:6](=[O:11])[C:7]([F:8])([F:9])[F:10])=[N:17][C:18]([S:21][CH3:22])=[CH:19][N:20]=1, predict the reactants needed to synthesize it. The reactants are: [F:8][C:7]([F:10])([F:9])[C:6](O[C:6](=[O:11])[C:7]([F:10])([F:9])[F:8])=[O:11].[Br:14][C:15]1[C:16]([NH2:23])=[N:17][C:18]([S:21][CH3:22])=[CH:19][N:20]=1.C(N(CC)CC)C. (2) Given the product [Cl:27][C:2]1[C:7]([C:8]([O:10][CH2:11][CH3:12])=[O:9])=[C:6]([CH3:13])[N:5]=[C:4]([S:14][CH3:15])[N:3]=1, predict the reactants needed to synthesize it. The reactants are: O[C:2]1[C:7]([C:8]([O:10][CH2:11][CH3:12])=[O:9])=[C:6]([CH3:13])[N:5]=[C:4]([S:14][CH3:15])[N:3]=1.CN(C)C1C=CC=CC=1.P(Cl)(Cl)([Cl:27])=O. (3) Given the product [CH3:16][C:5]1[CH:4]=[C:3]([CH2:1][NH:31][C:27]2[CH:26]=[C:25]([C:22]3[CH:23]=[CH:24][C:19]([C:18]([F:17])([F:32])[F:33])=[CH:20][CH:21]=3)[CH:30]=[CH:29][CH:28]=2)[CH:15]=[CH:14][C:6]=1[O:7][CH2:8][C:9]([O:11][CH2:12][CH3:13])=[O:10], predict the reactants needed to synthesize it. The reactants are: [CH:1]([C:3]1[CH:15]=[CH:14][C:6]([O:7][CH2:8][C:9]([O:11][CH2:12][CH3:13])=[O:10])=[C:5]([CH3:16])[CH:4]=1)=O.[F:17][C:18]([F:33])([F:32])[C:19]1[CH:24]=[CH:23][C:22]([C:25]2[CH:30]=[CH:29][CH:28]=[C:27]([NH2:31])[CH:26]=2)=[CH:21][CH:20]=1.C(O[BH-](OC(=O)C)OC(=O)C)(=O)C.[Na+].C(O)(=O)C. (4) Given the product [CH3:9][O:8][C:5]1[CH:6]=[CH:7][C:2]([NH:13][C:14]2[CH:15]=[C:16]([N:20]3[CH2:21][CH2:22][N:23]([C:26](=[O:28])[CH3:27])[CH2:24][CH2:25]3)[CH:17]=[CH:18][CH:19]=2)=[C:3]([N+:10]([O-:12])=[O:11])[CH:4]=1, predict the reactants needed to synthesize it. The reactants are: Br[C:2]1[CH:7]=[CH:6][C:5]([O:8][CH3:9])=[CH:4][C:3]=1[N+:10]([O-:12])=[O:11].[NH2:13][C:14]1[CH:15]=[C:16]([N:20]2[CH2:25][CH2:24][N:23]([C:26](=[O:28])[CH3:27])[CH2:22][CH2:21]2)[CH:17]=[CH:18][CH:19]=1.C1(P(C2C=CC=CC=2)C2C=CC3C(=CC=CC=3)C=2C2C3C(=CC=CC=3)C=CC=2P(C2C=CC=CC=2)C2C=CC=CC=2)C=CC=CC=1.C(=O)([O-])[O-].[Cs+].[Cs+]. (5) Given the product [F:1][C:2]1[CH:7]=[CH:6][C:5]([N:11]2[CH:15]=[CH:14][CH:13]=[N:12]2)=[CH:4][CH:3]=1, predict the reactants needed to synthesize it. The reactants are: [F:1][C:2]1[CH:7]=[CH:6][C:5](B(O)O)=[CH:4][CH:3]=1.[NH:11]1[CH:15]=[CH:14][CH:13]=[N:12]1. (6) Given the product [F:1][C:2]([F:23])([F:22])[C:3]1[CH:17]=[C:16]([C:18]([F:20])([F:21])[F:19])[CH:15]=[CH:14][C:4]=1[CH2:5][N:6]1[CH2:7][CH2:8][CH:9](/[CH:12]=[C:33]2/[C:29]([NH:28][CH2:27][C:26]([NH:25][CH3:24])=[O:35])=[N:30][C:31](=[O:34])[S:32]/2)[CH2:10][CH2:11]1, predict the reactants needed to synthesize it. The reactants are: [F:1][C:2]([F:23])([F:22])[C:3]1[CH:17]=[C:16]([C:18]([F:21])([F:20])[F:19])[CH:15]=[CH:14][C:4]=1[CH2:5][N:6]1[CH2:11][CH2:10][CH:9]([CH:12]=O)[CH2:8][CH2:7]1.[CH3:24][NH:25][C:26](=[O:35])[CH2:27][NH:28][C:29]1[CH2:33][S:32][C:31](=[O:34])[N:30]=1.C([O-])(=O)C.[NH2+]1CCCCC1.